Dataset: NCI-60 drug combinations with 297,098 pairs across 59 cell lines. Task: Regression. Given two drug SMILES strings and cell line genomic features, predict the synergy score measuring deviation from expected non-interaction effect. (1) Drug 1: CC1=C(C=C(C=C1)NC2=NC=CC(=N2)N(C)C3=CC4=NN(C(=C4C=C3)C)C)S(=O)(=O)N.Cl. Drug 2: CC1=C2C(C(=O)C3(C(CC4C(C3C(C(C2(C)C)(CC1OC(=O)C(C(C5=CC=CC=C5)NC(=O)OC(C)(C)C)O)O)OC(=O)C6=CC=CC=C6)(CO4)OC(=O)C)O)C)O. Cell line: MDA-MB-231. Synergy scores: CSS=42.2, Synergy_ZIP=9.97, Synergy_Bliss=12.4, Synergy_Loewe=-2.34, Synergy_HSA=14.2. (2) Drug 1: CC1OCC2C(O1)C(C(C(O2)OC3C4COC(=O)C4C(C5=CC6=C(C=C35)OCO6)C7=CC(=C(C(=C7)OC)O)OC)O)O. Drug 2: CC(C)(C#N)C1=CC(=CC(=C1)CN2C=NC=N2)C(C)(C)C#N. Cell line: OVCAR-4. Synergy scores: CSS=0.559, Synergy_ZIP=-2.19, Synergy_Bliss=-4.17, Synergy_Loewe=-2.40, Synergy_HSA=-2.84.